From a dataset of Forward reaction prediction with 1.9M reactions from USPTO patents (1976-2016). Predict the product of the given reaction. (1) Given the reactants F[C:2]1[CH:7]=[CH:6][C:5]([C:8]2[CH:12]=[CH:11][O:10][CH:9]=2)=[CH:4][C:3]=1[N+:13]([O-:15])=[O:14].[NH2:16][C:17]1[CH:18]=[C:19]([CH:25]=[CH:26][CH:27]=1)[C:20]([O:22][CH2:23][CH3:24])=[O:21].C(N(CC)CC)C, predict the reaction product. The product is: [O:10]1[CH:11]=[CH:12][C:8]([C:5]2[CH:6]=[CH:7][C:2]([NH:16][C:17]3[CH:18]=[C:19]([CH:25]=[CH:26][CH:27]=3)[C:20]([O:22][CH2:23][CH3:24])=[O:21])=[C:3]([N+:13]([O-:15])=[O:14])[CH:4]=2)=[CH:9]1. (2) Given the reactants [CH3:1][CH:2]([O:4][C:5]([C:7]1[C:8]([N:13]2[CH2:18][CH2:17][N:16]([CH2:19][C:20]3[CH:25]=[CH:24][C:23]([CH2:26][NH:27][CH2:28][CH3:29])=[CH:22][CH:21]=3)[CH2:15][CH2:14]2)=[N:9][CH:10]=[CH:11][CH:12]=1)=[O:6])[CH3:3].[ClH:30].O1CCOCC1, predict the reaction product. The product is: [ClH:30].[ClH:30].[CH2:28]([NH:27][CH2:26][C:23]1[CH:22]=[CH:21][C:20]([CH2:19][N:16]2[CH2:15][CH2:14][N:13]([C:8]3[C:7]([C:5]([O:4][CH:2]([CH3:1])[CH3:3])=[O:6])=[CH:12][CH:11]=[CH:10][N:9]=3)[CH2:18][CH2:17]2)=[CH:25][CH:24]=1)[CH3:29]. (3) Given the reactants [CH2:1]([O:4][CH:5]([C:9]1[CH:14]=[CH:13][C:12]([Cl:15])=[CH:11][CH:10]=1)[C:6](Cl)=[O:7])[C:2]#[CH:3].[NH2:16][C:17]1[CH:18]=[N:19][CH:20]=[CH:21][C:22]=1[C:23]1[CH:28]=[CH:27][C:26]([O:29][CH3:30])=[C:25]([O:31][CH3:32])[CH:24]=1.C(N(CC)CC)C.O1CCCC1, predict the reaction product. The product is: [CH3:32][O:31][C:25]1[CH:24]=[C:23]([C:22]2[CH:21]=[CH:20][N:19]=[CH:18][C:17]=2[NH:16][C:6](=[O:7])[CH:5]([O:4][CH2:1][C:2]#[CH:3])[C:9]2[CH:14]=[CH:13][C:12]([Cl:15])=[CH:11][CH:10]=2)[CH:28]=[CH:27][C:26]=1[O:29][CH3:30]. (4) Given the reactants [CH3:1][S:2]([C:5]1[O:9][C:8]([C@@H:10]([NH:13][S@@](C(C)(C)C)=O)[CH2:11][CH3:12])=[CH:7][CH:6]=1)(=[O:4])=[O:3].[ClH:20].O1CCOCC1, predict the reaction product. The product is: [ClH:20].[CH3:1][S:2]([C:5]1[O:9][C:8]([C@@H:10]([NH2:13])[CH2:11][CH3:12])=[CH:7][CH:6]=1)(=[O:4])=[O:3]. (5) Given the reactants [C:1]([O:5][C:6]([NH:8][C:9]1[CH:14]=[C:13](/[CH:15]=[CH:16]\[C:17]([F:20])([F:19])[F:18])[N:12]=[C:11]([C:21]([O:23][CH3:24])=[O:22])[C:10]=1Cl)=[O:7])([CH3:4])([CH3:3])[CH3:2], predict the reaction product. The product is: [C:1]([O:5][C:6]([NH:8][C:9]1[CH:14]=[C:13]([CH2:15][CH2:16][C:17]([F:20])([F:18])[F:19])[N:12]=[C:11]([C:21]([O:23][CH3:24])=[O:22])[CH:10]=1)=[O:7])([CH3:3])([CH3:4])[CH3:2]. (6) Given the reactants [C:1]([OH:22])(=[O:21])[CH2:2][CH2:3][CH2:4][CH2:5][CH2:6][CH2:7][CH2:8][CH2:9][CH2:10][CH2:11][CH2:12][CH2:13][CH2:14][CH2:15][CH2:16][CH2:17][C:18]([OH:20])=[O:19].[C:23](OC(O[C:23]([CH3:26])([CH3:25])[CH3:24])N(C)C)([CH3:26])([CH3:25])[CH3:24].O.C(Cl)Cl, predict the reaction product. The product is: [C:23]([O:19][C:18](=[O:20])[CH2:17][CH2:16][CH2:15][CH2:14][CH2:13][CH2:12][CH2:11][CH2:10][CH2:9][CH2:8][CH2:7][CH2:6][CH2:5][CH2:4][CH2:3][CH2:2][C:1]([OH:22])=[O:21])([CH3:26])([CH3:25])[CH3:24].